From a dataset of Drug-target binding data from BindingDB using IC50 measurements. Regression. Given a target protein amino acid sequence and a drug SMILES string, predict the binding affinity score between them. We predict pIC50 (pIC50 = -log10(IC50 in M); higher means more potent). Dataset: bindingdb_ic50. (1) The small molecule is O=c1cc(O)cc2oc(-c3ccc(O)c(O)c3)c(O[C@@H]3O[C@H](CO)[C@@H](O)[C@H](O)[C@H]3O)c(O)c1-2. The target protein sequence is MEHVQQYKFYKEKKMSIVLAPFSGGQPHSGVELGPDYLLKQGLQQDMEKLGWDTRLERVFDGKVVEARKASDNGDRIGRVKRPRLTAECTEKIYKCVRRVAEQGRFPLTIGGDHSIALGTVAGVLSVHPDAGVIWVDAHADINTMSGTVSGNLHGCPLSILLGLDRENIPECFSWVPQVLKPNKIAYIGLRAVDDEEKKILHDLNIAAFSMHHVDRYGIDKVVSMAIEAVSPKGTEPVMVSYDVDTIDPLYVPATGTPVRGGLSFREALFLCERIAECGRLVALDVVECNPLLAATESHVNDTISDGRAIARCMMGETLLYTPHTSSKL. The pIC50 is 5.7. (2) The drug is C#CCCC[C@@H]1OC(=O)[C@H]1CCCC. The target protein (P09391) has sequence MLMITSFANPRVAQAFVDYMATQGVILTIQQHNQSDVWLADESQAERVRAELARFLENPADPRYLAASWQAGHTGSGLHYRRYPFFAALRERAGPVTWVMMIACVVVFIAMQILGDQEVMLWLAWPFDPTLKFEFWRYFTHALMHFSLMHILFNLLWWWYLGGAVEKRLGSGKLIVITLISALLSGYVQQKFSGPWFGGLSGVVYALMGYVWLRGERDPQSGIYLQRGLIIFALIWIVAGWFDLFGMSMANGAHIAGLAVGLAMAFVDSLNARKRK. The pIC50 is 4.4. (3) The pIC50 is 8.4. The small molecule is COCc1ccc(NC(=O)c2nn(C3CCCC3)c3ncnc(N)c23)cc1. The target protein sequence is MAKATSGAAGLRLLLLLLLPLLGKVALGLYFSRDAYWEKLYVDQAAGTPLLYVHALRDAPEEVPSFRLGQHLYGTYRTRLHENNWICIQEDTGLLYLNRSLDHSSWEKLSVRNRGFPLLTVYLKVFLSPTSLREGECQWPGCARVYFSFFNTSFPACSSLKPRELCFPETRPSFRIRENRPPGTFHQFRLLPVQFLCPNISVAYRLLEGEGLPFRCAPDSLEVSTRWALDREQREKYELVAVCTVHAGAREEVVMVPFPVTVYDEDDSAPTFPAGVDTASAVVEFKRKEDTVVATLRVFDADVVPASGELVRRYTSTLLPGDTWAQQTFRVEHWPNETSVQANGSFVRATVHDYRLVLNRNLSISENRTMQLAVLVNDSDFQGPGAGVLLLHFNVSVLPVSLHLPSTYSLSVSRRARRFAQIGKVCVENCQAFSGINVQYKLHSSGANCSTLGVVTSAEDTSGILFVNDTKALRRPKCAELHYMVVATDQQTSRQAQAQL....